Dataset: Forward reaction prediction with 1.9M reactions from USPTO patents (1976-2016). Task: Predict the product of the given reaction. (1) The product is: [CH:45]12[O:55][CH:13]([CH:14]=[CH:47]1)[CH2:12][CH:11]([C:10]1[NH:26][C:27]3[C:28](=[O:41])[N:29]([CH2:38][CH2:39][CH3:40])[C:30](=[O:37])[N:31]([CH2:34][CH2:35][CH3:36])[C:32]=3[N:33]=1)[CH2:46]2. Given the reactants CN(C(ON1N=N[C:11]2[CH:12]=[CH:13][CH:14]=N[C:10]1=2)=[N+](C)C)C.F[P-](F)(F)(F)(F)F.Cl.[NH2:26][C:27]1[C:28](=[O:41])[N:29]([CH2:38][CH2:39][CH3:40])[C:30](=[O:37])[N:31]([CH2:34][CH2:35][CH3:36])[C:32]=1[NH2:33].CCN(C(C)C)[CH:45]([CH3:47])[CH3:46].CN(C=[O:55])C, predict the reaction product. (2) Given the reactants [CH2:1]([N:8]1[CH2:13][CH2:12][C:11]([O:29]C(=O)C)([C:14](=[O:28])[N:15]([CH3:27])[C:16]2[CH:21]=[CH:20][C:19]([O:22][C:23]([F:26])([F:25])[F:24])=[CH:18][CH:17]=2)[CH2:10][CH2:9]1)[C:2]1[CH:7]=[CH:6][CH:5]=[CH:4][CH:3]=1.[OH-].[K+], predict the reaction product. The product is: [CH3:27][N:15]([C:16]1[CH:17]=[CH:18][C:19]([O:22][C:23]([F:26])([F:24])[F:25])=[CH:20][CH:21]=1)[C:14]([C:11]1([OH:29])[CH2:12][CH2:13][N:8]([CH2:1][C:2]2[CH:3]=[CH:4][CH:5]=[CH:6][CH:7]=2)[CH2:9][CH2:10]1)=[O:28]. (3) Given the reactants Br[C:2]1[CH:3]=[C:4]2[CH:10]=[CH:9][N:8]([Si:11]([C:14]([CH3:17])([CH3:16])[CH3:15])([CH3:13])[CH3:12])[C:5]2=[N:6][CH:7]=1.C(=O)([O-])[O-].[Na+].[Na+], predict the reaction product. The product is: [C:14]([Si:11]([CH3:13])([CH3:12])[N:8]1[C:5]2=[N:6][CH:7]=[C:2]([C:4]3[CH:5]=[N:6][CH:7]=[CH:2][CH:3]=3)[CH:3]=[C:4]2[CH:10]=[CH:9]1)([CH3:17])([CH3:16])[CH3:15]. (4) Given the reactants [CH:1]1([C:4]2[O:5][C:6]([C:9]3[CH:10]=[C:11]4[C:15](=[CH:16][CH:17]=3)[N:14](S(C3C=CC(C)=CC=3)(=O)=O)[CH:13]=[C:12]4[C:28]3[CH:33]=[N:32][CH:31]=[C:30]([CH:34]4[CH2:36][CH2:35]4)[N:29]=3)=[N:7][N:8]=2)[CH2:3][CH2:2]1.[OH-].[Na+], predict the reaction product. The product is: [CH:1]1([C:4]2[O:5][C:6]([C:9]3[CH:10]=[C:11]4[C:15](=[CH:16][CH:17]=3)[NH:14][CH:13]=[C:12]4[C:28]3[CH:33]=[N:32][CH:31]=[C:30]([CH:34]4[CH2:36][CH2:35]4)[N:29]=3)=[N:7][N:8]=2)[CH2:3][CH2:2]1. (5) Given the reactants C(=O)([O-])[O-].[Cs+].[Cs+].[NH:7]1[CH:11]=[CH:10][N:9]=[N:8]1.CC(C)(C(=O)CC(=O)C(C)(C)C)C.I[C:26]1[C:27]([OH:35])=[N:28][CH:29]=[C:30]([N+:32]([O-:34])=[O:33])[CH:31]=1, predict the reaction product. The product is: [N+:32]([C:30]1[CH:31]=[C:26]([N:8]2[N:9]=[CH:10][CH:11]=[N:7]2)[C:27]([OH:35])=[N:28][CH:29]=1)([O-:34])=[O:33]. (6) Given the reactants [F:1][C:2]1[CH:7]=[CH:6][CH:5]=[C:4]([CH:8]=O)[C:3]=1[CH:10]1[CH2:15][CH2:14][N:13]([C:16]([O:18][C:19]([CH3:22])([CH3:21])[CH3:20])=[O:17])[CH2:12][CH2:11]1.[CH3:23][C:24]([CH3:29])([CH3:28])[CH2:25][CH2:26][NH2:27], predict the reaction product. The product is: [CH3:23][C:24]([CH3:29])([CH3:28])[CH2:25][CH2:26]/[N:27]=[CH:8]/[C:4]1[CH:5]=[CH:6][CH:7]=[C:2]([F:1])[C:3]=1[CH:10]1[CH2:15][CH2:14][N:13]([C:16]([O:18][C:19]([CH3:22])([CH3:21])[CH3:20])=[O:17])[CH2:12][CH2:11]1. (7) Given the reactants [CH3:1][C:2]1[CH:10]=[C:9]([C:11]2[CH2:15][C@:14]([C:20]3[CH:25]=[C:24]([Cl:26])[C:23]([Cl:27])=[C:22]([Cl:28])[CH:21]=3)([C:16]([F:19])([F:18])[F:17])[O:13][N:12]=2)[CH:8]=[CH:7][C:3]=1[C:4]([OH:6])=O.CN(C)C=O.C(Cl)(=O)C(Cl)=O.Cl.[OH-].[Na+].C(N(CC)CC)C.[S:50]1[CH2:53][CH:52]([NH2:54])[CH2:51]1, predict the reaction product. The product is: [CH3:1][C:2]1[CH:10]=[C:9]([C:11]2[CH2:15][C@:14]([C:20]3[CH:25]=[C:24]([Cl:26])[C:23]([Cl:27])=[C:22]([Cl:28])[CH:21]=3)([C:16]([F:18])([F:19])[F:17])[O:13][N:12]=2)[CH:8]=[CH:7][C:3]=1[C:4]([NH:54][CH:52]1[CH2:53][S:50][CH2:51]1)=[O:6]. (8) Given the reactants Br[C:2]1[CH:3]=[C:4]([Cl:11])[C:5]2[O:9][CH2:8][O:7][C:6]=2[CH:10]=1.[Li]CCCC.[B:17](OC)([O:20]C)[O:18]C.Cl, predict the reaction product. The product is: [Cl:11][C:4]1[C:5]2[O:9][CH2:8][O:7][C:6]=2[CH:10]=[C:2]([B:17]([OH:20])[OH:18])[CH:3]=1. (9) Given the reactants Br[C:2]1[C:10]2[NH:9][C:8]3[CH:11]4[CH2:17][CH2:16][N:14]([CH2:15][C:7]=3[C:6]=2[CH:5]=[CH:4][CH:3]=1)[CH2:13][CH2:12]4.[CH:18]([C:20]1[CH:25]=[CH:24][CH:23]=[CH:22][N:21]=1)=[CH2:19], predict the reaction product. The product is: [N:21]1[CH:22]=[CH:23][CH:24]=[CH:25][C:20]=1/[CH:18]=[CH:19]/[C:2]1[C:10]2[NH:9][C:8]3[CH:11]4[CH2:17][CH2:16][N:14]([CH2:15][C:7]=3[C:6]=2[CH:5]=[CH:4][CH:3]=1)[CH2:13][CH2:12]4. (10) Given the reactants [F:1][C:2]1[CH:7]=[CH:6][C:5]([CH2:8][NH:9][CH2:10][CH2:11][CH2:12][C:13]([OH:15])=O)=[CH:4][CH:3]=1.[CH3:16][NH:17][CH2:18][C:19]1[CH:24]=[CH:23][CH:22]=[CH:21][C:20]=1[N:25]1[CH2:30][CH2:29][N:28]([CH3:31])[CH2:27][CH2:26]1, predict the reaction product. The product is: [F:1][C:2]1[CH:3]=[CH:4][C:5]([CH2:8][NH:9][CH2:10][CH2:11][CH2:12][C:13]([N:17]([CH2:18][C:19]2[CH:24]=[CH:23][CH:22]=[CH:21][C:20]=2[N:25]2[CH2:26][CH2:27][N:28]([CH3:31])[CH2:29][CH2:30]2)[CH3:16])=[O:15])=[CH:6][CH:7]=1.